Dataset: Full USPTO retrosynthesis dataset with 1.9M reactions from patents (1976-2016). Task: Predict the reactants needed to synthesize the given product. (1) Given the product [OH:1][CH:2]1[CH:6]([C:7]2[CH:8]=[CH:9][CH:10]=[CH:11][CH:12]=2)[CH2:5][N:4]([C:13]([O:15][CH2:16][C:17]2[CH:22]=[CH:21][CH:20]=[CH:19][CH:18]=2)=[O:14])[CH2:3]1, predict the reactants needed to synthesize it. The reactants are: [O:1]=[C:2]1[CH:6]([C:7]2[CH:12]=[CH:11][CH:10]=[CH:9][CH:8]=2)[CH2:5][N:4]([C:13]([O:15][CH2:16][C:17]2[CH:22]=[CH:21][CH:20]=[CH:19][CH:18]=2)=[O:14])[CH2:3]1.CCC(C)[BH-](C(C)CC)C(C)CC.[Li+]. (2) Given the product [F:1][C:2]([F:12])([F:13])[C:3]1[CH:4]=[C:5]([CH2:6][CH:7]=[O:8])[CH:9]=[CH:10][CH:11]=1, predict the reactants needed to synthesize it. The reactants are: [F:1][C:2]([F:13])([F:12])[C:3]1[CH:4]=[C:5]([CH:9]=[CH:10][CH:11]=1)[CH2:6][CH2:7][OH:8].CC(OI1(OC(C)=O)(OC(C)=O)OC(=O)C2C=CC=CC1=2)=O.C(=O)([O-])O.[Na+].S([O-])([O-])(=O)=S.[Na+].[Na+]. (3) The reactants are: [CH2:1]([N:8]1[CH2:13][CH:12]=[C:11]([CH2:14][O:15][C:16]2[CH:21]=[CH:20][C:19]([Cl:22])=[CH:18][C:17]=2I)[CH2:10][CH2:9]1)[C:2]1[CH:7]=[CH:6][CH:5]=[CH:4][CH:3]=1.CC(N=NC(C#N)(C)C)(C#N)C.CCCC[SnH](CCCC)CCCC. Given the product [CH2:1]([N:8]1[CH2:13][CH2:12][C:11]2([C:17]3[CH:18]=[C:19]([Cl:22])[CH:20]=[CH:21][C:16]=3[O:15][CH2:14]2)[CH2:10][CH2:9]1)[C:2]1[CH:7]=[CH:6][CH:5]=[CH:4][CH:3]=1.[ClH:22], predict the reactants needed to synthesize it. (4) Given the product [N:28]([CH2:31][C@@H:32]([C:34]1[CH:45]=[CH:44][C:37]2[O:38][C:39]([CH3:43])([CH3:42])[O:40][CH2:41][C:36]=2[CH:35]=1)[OH:33])=[N+:29]=[N-:30], predict the reactants needed to synthesize it. The reactants are: CB1N2CCC[C@@H]2C(C2C=CC=CC=2)(C2C=CC=CC=2)O1.B.C1COCC1.[N:28]([CH2:31][C:32]([C:34]1[CH:45]=[CH:44][C:37]2[O:38][C:39]([CH3:43])([CH3:42])[O:40][CH2:41][C:36]=2[CH:35]=1)=[O:33])=[N+:29]=[N-:30].Cl. (5) The reactants are: [NH2:1][C:2]1[CH:9]=[CH:8][C:5]([CH2:6][OH:7])=[CH:4][CH:3]=1.[C:10]([NH:17][CH2:18][C:19](O)=[O:20])([O:12][C:13]([CH3:16])([CH3:15])[CH3:14])=[O:11].ON1C2C=CC=CC=2N=N1.C(N(CC)C(C)C)(C)C. Given the product [C:13]([O:12][C:10]([NH:17][CH2:18][C:19]([NH:1][C:2]1[CH:9]=[CH:8][C:5]([CH2:6][OH:7])=[CH:4][CH:3]=1)=[O:20])=[O:11])([CH3:16])([CH3:15])[CH3:14], predict the reactants needed to synthesize it. (6) Given the product [CH:14]1([NH:20][C:2]2[C:7]([N+:8]([O-:10])=[O:9])=[CH:6][N:5]=[C:4]3[CH:11]=[CH:12][S:13][C:3]=23)[CH2:19][CH2:18][CH2:17][CH2:16][CH2:15]1, predict the reactants needed to synthesize it. The reactants are: Cl[C:2]1[C:7]([N+:8]([O-:10])=[O:9])=[CH:6][N:5]=[C:4]2[CH:11]=[CH:12][S:13][C:3]=12.[CH:14]1([NH2:20])[CH2:19][CH2:18][CH2:17][CH2:16][CH2:15]1.C(N(CC)C(C)C)(C)C. (7) Given the product [Cl:12][C:9]1[O:10][CH:11]=[C:7]([CH2:6][N:13]2[CH2:18][CH2:17][CH2:16][CH2:15][CH2:14]2)[N:8]=1, predict the reactants needed to synthesize it. The reactants are: CS(O[CH2:6][C:7]1[N:8]=[C:9]([Cl:12])[O:10][CH:11]=1)(=O)=O.[NH:13]1[CH2:18][CH2:17][CH2:16][CH2:15][CH2:14]1.[I-].[Na+].Cl. (8) The reactants are: Cl[C:2]1[CH:7]=[C:6]([CH:8]([C:17]2[CH:22]=[C:21]([F:23])[CH:20]=[CH:19][C:18]=2[F:24])[S:9][C:10]2[CH:15]=[CH:14][C:13]([F:16])=[CH:12][CH:11]=2)[C:5]([Cl:25])=[CH:4][N:3]=1.[NH2:26][CH2:27][CH2:28][OH:29]. Given the product [Cl:25][C:5]1[C:6]([CH:8]([C:17]2[CH:22]=[C:21]([F:23])[CH:20]=[CH:19][C:18]=2[F:24])[S:9][C:10]2[CH:15]=[CH:14][C:13]([F:16])=[CH:12][CH:11]=2)=[CH:7][C:2]([NH:26][CH2:27][CH2:28][OH:29])=[N:3][CH:4]=1, predict the reactants needed to synthesize it. (9) Given the product [Cl:49][CH:11]([C:3]1[CH:4]=[CH:5][C:6]([N+:8]([O-:10])=[O:9])=[CH:7][CH:2]=1)[CH2:12][N:13]([CH2:14][CH:15]1[CH2:20][CH2:19][CH2:18][CH2:17][CH2:16]1)[C:33](=[O:35])[O:32][C:29]([CH3:31])([CH3:30])[CH3:28], predict the reactants needed to synthesize it. The reactants are: Cl[C:2]1[CH:7]=[C:6]([N+:8]([O-:10])=[O:9])[CH:5]=[CH:4][C:3]=1[CH2:11][CH2:12][NH:13][CH2:14][CH:15]1[CH2:20][CH2:19][CH2:18][CH2:17][CH2:16]1.C(N(CC)CC)C.[CH3:28][C:29]([O:32][C:33]([O:35]C(OC(C)(C)C)=O)=O)([CH3:31])[CH3:30].C(=O)(O)[O-].[Na+].C(Cl)[Cl:49].